From a dataset of Blood-brain barrier permeability classification from the B3DB database. Regression/Classification. Given a drug SMILES string, predict its absorption, distribution, metabolism, or excretion properties. Task type varies by dataset: regression for continuous measurements (e.g., permeability, clearance, half-life) or binary classification for categorical outcomes (e.g., BBB penetration, CYP inhibition). Dataset: b3db_classification. (1) The compound is CC(Cc1ccccc1)N(C)Cc1ccccc1. The result is 1 (penetrates BBB). (2) The molecule is CC(=O)OCC(CCn1cnc2c1NC(N)=NC2)COC(C)=O. The result is 1 (penetrates BBB). (3) The compound is CN(C)[C@@H]1C(=O)C(C(N)=O)=C(O)[C@@]2(O)C(=O)C3=C(O)c4c(O)ccc([N+](=O)[O-])c4C[C@H]3C[C@@H]12. The result is 0 (does not penetrate BBB). (4) The drug is CC(=O)OCC1=C(C(=O)O)N2C(=O)C(NC(=O)CSc3ccncc3)[C@@H]2SC1. The result is 0 (does not penetrate BBB). (5) The molecule is CCCCC(=O)O[C@]1(C(=O)CO)[C@H](C)C[C@H]2[C@@H]3CCC4=CC(=O)C=C[C@]4(C)[C@@]3(F)[C@H](O)C[C@@]21C. The result is 1 (penetrates BBB). (6) The drug is OCC(O)CN1CCN(c2ccccc2)CC1. The result is 0 (does not penetrate BBB). (7) The molecule is COC(=O)c1ccc(C(=O)OC)cc1. The result is 1 (penetrates BBB). (8) The result is 0 (does not penetrate BBB). The molecule is CC12CCC(=O)C=C1CCC1C2C(O)CC2(C)C(C(=O)CO)CCC12. (9) The molecule is Cc1cccc(C2(C(=O)N3CCCC3)CCN(CCCC(=O)c3ccc(F)cc3)CC2)c1. The result is 1 (penetrates BBB).